Predict the product of the given reaction. From a dataset of Forward reaction prediction with 1.9M reactions from USPTO patents (1976-2016). Given the reactants ClC(Cl)(Cl)C([NH:5][C:6]([NH:8][C:9]1[CH:13]=[CH:12][S:11][C:10]=1[C:14]([O:16][CH3:17])=[O:15])=[O:7])=O.N, predict the reaction product. The product is: [NH2:5][C:6]([NH:8][C:9]1[CH:13]=[CH:12][S:11][C:10]=1[C:14]([O:16][CH3:17])=[O:15])=[O:7].